This data is from Full USPTO retrosynthesis dataset with 1.9M reactions from patents (1976-2016). The task is: Predict the reactants needed to synthesize the given product. (1) Given the product [Cl:23][C:20]1[CH:21]=[CH:22][C:17]([CH2:16][C:12]2[N:11]3[CH2:31][CH2:32][N:33]([CH:36]([CH3:38])[CH3:37])[C:34](=[O:35])[C:10]3=[C:9]([OH:8])[C:14](=[O:15])[N:13]=2)=[C:18]([C:24]2[CH:25]=[CH:26][C:27]([Cl:30])=[CH:28][CH:29]=2)[CH:19]=1, predict the reactants needed to synthesize it. The reactants are: C([O:8][C:9]1[C:14](=[O:15])[N:13]=[C:12]([CH2:16][C:17]2[CH:22]=[CH:21][C:20]([Cl:23])=[CH:19][C:18]=2[C:24]2[CH:29]=[CH:28][C:27]([Cl:30])=[CH:26][CH:25]=2)[N:11]2[CH2:31][CH2:32][N:33]([CH:36]([CH3:38])[CH3:37])[C:34](=[O:35])[C:10]=12)C1C=CC=CC=1.OS(O)(=O)=O. (2) Given the product [Cl:1][C:2]1[C:3]2[CH:10]=[CH:9][N:8]([C:33]([O:34][CH2:18][CH2:19][CH2:20][CH3:21])=[O:32])[C:4]=2[N:5]=[CH:6][N:7]=1, predict the reactants needed to synthesize it. The reactants are: [Cl:1][C:2]1[C:3]2[CH:10]=[CH:9][NH:8][C:4]=2[N:5]=[CH:6][N:7]=1.O1CCOCC1.N12CCCN=C1C[CH2:21][CH2:20][CH2:19][CH2:18]2.C([O:32][C:33](OC(OC(C)(C)C)=O)=[O:34])(C)(C)C.C(=O)=O.